Dataset: Forward reaction prediction with 1.9M reactions from USPTO patents (1976-2016). Task: Predict the product of the given reaction. (1) Given the reactants [N:1]#[C:2]Br.C(=O)([O-])[O-].[K+].[K+].[F:10][C:11]1[CH:16]=[C:15]([S:17]([CH3:20])(=[O:19])=[O:18])[CH:14]=[C:13]([F:21])[C:12]=1[NH:22][C@H:23]1[CH2:27][CH2:26][N:25]([CH:28]2[CH2:33][CH2:32][NH:31][CH2:30][CH2:29]2)[C:24]1=[O:34], predict the reaction product. The product is: [F:21][C:13]1[CH:14]=[C:15]([S:17]([CH3:20])(=[O:19])=[O:18])[CH:16]=[C:11]([F:10])[C:12]=1[NH:22][C@H:23]1[CH2:27][CH2:26][N:25]([CH:28]2[CH2:33][CH2:32][N:31]([C:2]#[N:1])[CH2:30][CH2:29]2)[C:24]1=[O:34]. (2) The product is: [C:1]12([CH2:11][CH2:12][O:13][C:14]3[CH:15]=[CH:16][C:17]([CH2:20][CH2:21][NH:22][CH2:23][C@@H:24]([C:26]4[CH:27]=[CH:28][C:29]([OH:35])=[C:30]([NH:32][CH:33]=[O:34])[CH:31]=4)[OH:25])=[CH:18][CH:19]=3)[CH2:8][CH:7]3[CH2:9][CH:3]([CH2:4][CH:5]([CH2:6]3)[CH2:10]1)[CH2:2]2. Given the reactants [C:1]12([CH2:11][CH2:12][O:13][C:14]3[CH:19]=[CH:18][C:17]([CH2:20][CH2:21][NH:22][CH2:23][C@@H:24]([C:26]4[CH:27]=[CH:28][C:29]([O:35]CC5C=CC=CC=5)=[C:30]([NH:32][CH:33]=[O:34])[CH:31]=4)[OH:25])=[CH:16][CH:15]=3)[CH2:10][CH:5]3[CH2:6][CH:7]([CH2:9][CH:3]([CH2:4]3)[CH2:2]1)[CH2:8]2, predict the reaction product. (3) Given the reactants Cl[C:2]1[N:7]=[C:6](Cl)[CH:5]=[CH:4][N:3]=1.[OH:9][C:10]1[CH:11]=[C:12](B(O)O)[CH:13]=[CH:14][CH:15]=1.C(=O)([O-])[O-].[Cs+].[Cs+].[N+:25]([C:28]1[CH:29]=[C:30]([CH:32]=[CH:33][CH:34]=1)[NH2:31])([O-:27])=[O:26].O.C1(C)C=CC(S(O)(=O)=O)=CC=1, predict the reaction product. The product is: [N+:25]([C:28]1[CH:29]=[C:30]([NH:31][C:2]2[N:7]=[C:6]([C:14]3[CH:15]=[C:10]([OH:9])[CH:11]=[CH:12][CH:13]=3)[CH:5]=[CH:4][N:3]=2)[CH:32]=[CH:33][CH:34]=1)([O-:27])=[O:26]. (4) Given the reactants [CH:1]1([O:6][C:7]([NH:9][C:10]2[CH:11]=[C:12]3[C:16](=[CH:17][CH:18]=2)[N:15]([CH3:19])[CH:14]=[C:13]3[CH2:20][C:21]2[CH:29]=[CH:28][C:24]([C:25]([OH:27])=O)=[CH:23][C:22]=2[O:30][CH3:31])=[O:8])[CH2:5][CH2:4][CH2:3][CH2:2]1.[C:32]1([CH3:42])[C:33]([S:38]([NH2:41])(=[O:40])=[O:39])=[CH:34][CH:35]=[CH:36][CH:37]=1.Cl.CN(C)CCCN=C=NCC.Cl, predict the reaction product. The product is: [CH3:42][C:32]1[CH:37]=[CH:36][CH:35]=[CH:34][C:33]=1[S:38]([NH:41][C:25]([C:24]1[CH:28]=[CH:29][C:21]([CH2:20][C:13]2[C:12]3[CH:11]=[C:10]([NH:9][C:7]([O:6][CH:1]4[CH2:5][CH2:4][CH2:3][CH2:2]4)=[O:8])[CH:18]=[CH:17][C:16]=3[N:15]([CH3:19])[CH:14]=2)=[C:22]([O:30][CH3:31])[CH:23]=1)=[O:27])(=[O:40])=[O:39].[CH2:1]([O-:6])[CH3:2]. (5) Given the reactants [Cl:1][C:2]1[C:7]([F:8])=[C:6]([NH2:9])[CH:5]=[CH:4][N:3]=1.[Cl:10][C:11]1[CH:19]=[CH:18][CH:17]=[C:16]([F:20])[C:12]=1[C:13](Cl)=[O:14].C(N(CC)CC)C, predict the reaction product. The product is: [Cl:10][C:11]1[CH:19]=[CH:18][CH:17]=[C:16]([F:20])[C:12]=1[C:13]([NH:9][C:6]1[CH:5]=[CH:4][N:3]=[C:2]([Cl:1])[C:7]=1[F:8])=[O:14]. (6) Given the reactants FC(F)(F)S(O[C:7]1[C:11]2[C:12]([O:16][CH3:17])=[N:13][CH:14]=[CH:15][C:10]=2[N:9]([CH:18]2[CH2:22][CH2:21][CH2:20][CH2:19]2)[N:8]=1)(=O)=O.[C:25]1(B2OC(C)(C)C(C)(C)O2)[CH2:30][CH2:29][CH2:28][CH2:27][CH:26]=1.C(=O)([O-])[O-].[Na+].[Na+].C(OCC)(=O)C, predict the reaction product. The product is: [C:25]1([C:7]2[C:11]3[C:12]([O:16][CH3:17])=[N:13][CH:14]=[CH:15][C:10]=3[N:9]([CH:18]3[CH2:22][CH2:21][CH2:20][CH2:19]3)[N:8]=2)[CH2:30][CH2:29][CH2:28][CH2:27][CH:26]=1.